Task: Predict the reaction yield, written as a fraction of the theoretical maximum amount of product (1.0 means a 100% yield; for example, 0.34 means a 34% yield).. Dataset: Reaction yield outcomes from USPTO patents with 853,638 reactions (1) The reactants are [N+:1]([C:4]1[CH:9]=[CH:8][CH:7]=[CH:6][C:5]=1[OH:10])([O-:3])=[O:2].C([O-])([O-])=O.[K+].[K+].[CH2:17](Br)[C:18]1[CH:23]=[CH:22][CH:21]=[CH:20][CH:19]=1. The catalyst is CN(C=O)C.O. The product is [CH2:17]([O:10][C:5]1[CH:6]=[CH:7][CH:8]=[CH:9][C:4]=1[N+:1]([O-:3])=[O:2])[C:18]1[CH:23]=[CH:22][CH:21]=[CH:20][CH:19]=1. The yield is 0.890. (2) The reactants are CC(OI1(OC(C)=O)(OC(C)=O)OC(=O)C2C=CC=CC1=2)=O.[Cl:23][C:24]1[C:25]([CH:33]([CH:35]2[CH2:38][CH2:37][CH2:36]2)[OH:34])=[C:26]2[CH:32]=[CH:31][NH:30][C:27]2=[N:28][CH:29]=1. The catalyst is C(Cl)Cl. The product is [Cl:23][C:24]1[C:25]([C:33]([CH:35]2[CH2:36][CH2:37][CH2:38]2)=[O:34])=[C:26]2[CH:32]=[CH:31][NH:30][C:27]2=[N:28][CH:29]=1. The yield is 0.670.